Dataset: Peptide-MHC class I binding affinity with 185,985 pairs from IEDB/IMGT. Task: Regression. Given a peptide amino acid sequence and an MHC pseudo amino acid sequence, predict their binding affinity value. This is MHC class I binding data. (1) The peptide sequence is ILRSLETDL. The MHC is HLA-A02:01 with pseudo-sequence HLA-A02:01. The binding affinity (normalized) is 0.0759. (2) The peptide sequence is LPEFERRTL. The MHC is HLA-A03:01 with pseudo-sequence HLA-A03:01. The binding affinity (normalized) is 0.0847. (3) The peptide sequence is VWAPLILAYFPVF. The MHC is HLA-A29:02 with pseudo-sequence HLA-A29:02. The binding affinity (normalized) is 0.224. (4) The peptide sequence is YMPSMKRFR. The MHC is HLA-A31:01 with pseudo-sequence HLA-A31:01. The binding affinity (normalized) is 0.574. (5) The peptide sequence is FPNLQVDPT. The MHC is HLA-A02:12 with pseudo-sequence HLA-A02:12. The binding affinity (normalized) is 0.0847. (6) The MHC is HLA-A02:06 with pseudo-sequence HLA-A02:06. The binding affinity (normalized) is 0.174. The peptide sequence is MNIVLIALS.